From a dataset of Reaction yield outcomes from USPTO patents with 853,638 reactions. Predict the reaction yield, written as a fraction of the theoretical maximum amount of product (1.0 means a 100% yield; for example, 0.34 means a 34% yield). (1) The reactants are [CH3:1][C:2]1[C:6]([C:7]([O:9][CH2:10][CH3:11])=[O:8])=[CH:5][NH:4][N:3]=1.C(=O)([O-])[O-].[K+].[K+].[Cl:18][C:19]1[N:24]=[C:23](Cl)[CH:22]=[CH:21][N:20]=1. The catalyst is CN(C)C=O. The product is [Cl:18][C:19]1[N:24]=[C:23]([N:4]2[CH:5]=[C:6]([C:7]([O:9][CH2:10][CH3:11])=[O:8])[C:2]([CH3:1])=[N:3]2)[CH:22]=[CH:21][N:20]=1. The yield is 0.520. (2) The reactants are [CH2:1]([S:5][C:6]1[N:14]=[C:13]2[C:9]([N:10]=[CH:11][N:12]2[C@@H:15]2[O:27][C@H:26]([CH2:28][O:29]C(=O)C)[C@@H:21]([O:22]C(=O)C)[C@H:16]2[O:17]C(=O)C)=[C:8](Cl)[N:7]=1)[CH2:2][CH2:3][CH3:4].[C:34]1([CH2:40][CH2:41][NH2:42])[CH:39]=[CH:38][CH:37]=[CH:36][CH:35]=1. No catalyst specified. The product is [CH2:1]([S:5][C:6]1[N:14]=[C:13]2[C:9]([N:10]=[CH:11][N:12]2[C@@H:15]2[O:27][C@H:26]([CH2:28][OH:29])[C@@H:21]([OH:22])[C@H:16]2[OH:17])=[C:8]([NH:42][CH2:41][CH2:40][C:34]2[CH:39]=[CH:38][CH:37]=[CH:36][CH:35]=2)[N:7]=1)[CH2:2][CH2:3][CH3:4]. The yield is 0.810. (3) The reactants are [C:1]([O:5][C:6](=[O:21])[NH:7][C:8]1[CH:13]=[CH:12][C:11]([C:14]([CH3:17])([CH3:16])[CH3:15])=[C:10]([N+:18]([O-])=O)[CH:9]=1)([CH3:4])([CH3:3])[CH3:2]. The catalyst is CO.[Pd]. The product is [C:1]([O:5][C:6](=[O:21])[NH:7][C:8]1[CH:13]=[CH:12][C:11]([C:14]([CH3:17])([CH3:16])[CH3:15])=[C:10]([NH2:18])[CH:9]=1)([CH3:4])([CH3:2])[CH3:3]. The yield is 0.930. (4) The reactants are [OH:1][C:2]1[CH:7]=[CH:6][C:5]([N:8]([CH3:22])[S:9]([C:12]2[CH:17]=[CH:16][C:15]([C:18]([F:21])([F:20])[F:19])=[CH:14][CH:13]=2)(=[O:11])=[O:10])=[CH:4][CH:3]=1.[Br:23][CH2:24][CH2:25][CH2:26][CH2:27]Br.[H-].[Na+].[NH4+].[Cl-]. The catalyst is CN(C=O)C. The product is [Br:23][CH2:24][CH2:25][CH2:26][CH2:27][O:1][C:2]1[CH:7]=[CH:6][C:5]([N:8]([CH3:22])[S:9]([C:12]2[CH:17]=[CH:16][C:15]([C:18]([F:21])([F:19])[F:20])=[CH:14][CH:13]=2)(=[O:11])=[O:10])=[CH:4][CH:3]=1. The yield is 0.830.